Dataset: Catalyst prediction with 721,799 reactions and 888 catalyst types from USPTO. Task: Predict which catalyst facilitates the given reaction. (1) Reactant: [S:1]1[C:5]2[CH:6]=[CH:7][CH:8]=[CH:9][C:4]=2[CH:3]=[C:2]1[C:10]([NH:12][C@H:13]([C:18]([N:20]1[CH2:25][CH2:24][N:23](C(OCC2C=CC=CC=2)=O)[CH2:22][CH2:21]1)=[O:19])[CH2:14][CH:15]([CH3:17])[CH3:16])=[O:11]. Product: [CH3:16][CH:15]([CH3:17])[CH2:14][C@H:13]([NH:12][C:10]([C:2]1[S:1][C:5]2[CH:6]=[CH:7][CH:8]=[CH:9][C:4]=2[CH:3]=1)=[O:11])[C:18]([N:20]1[CH2:25][CH2:24][NH:23][CH2:22][CH2:21]1)=[O:19]. The catalyst class is: 29. (2) Reactant: C1(C)C=CC(S(O)(=O)=O)=CC=1.[NH2:12][C@H:13]1[CH2:17][CH2:16][O:15][CH2:14]1.[O:18]1[C:22]2[CH:23]=[CH:24][CH:25]=[CH:26][C:21]=2[O:20][S:19]1(=[O:28])=[O:27].C(N(CC)CC)C. Product: [O:15]1[CH2:16][CH2:17][C@H:13]([NH:12][S:19](=[O:27])(=[O:28])[O:18][C:22]2[CH:23]=[CH:24][CH:25]=[CH:26][C:21]=2[OH:20])[CH2:14]1. The catalyst class is: 10. (3) Reactant: [C:1]([O:4][C:5]1[CH:15]=[CH:14][CH:13]=[CH:12][C:6]=1[C:7]([O:9][CH2:10]Cl)=[O:8])(=[O:3])[CH3:2].[N+:16]([O:19][CH:20]([CH2:35][O:36][N+:37]([O-:39])=[O:38])[CH2:21][CH2:22][C:23]([O:25][C:26]1[CH:34]=[CH:33][CH:32]=[CH:31][C:27]=1[C:28]([OH:30])=[O:29])=[O:24])([O-:18])=[O:17].CCN(CC)CC. Product: [C:1]([O:4][C:5]1[CH:15]=[CH:14][CH:13]=[CH:12][C:6]=1[C:7]([O:9][CH2:10][O:30][C:28](=[O:29])[C:27]1[CH:31]=[CH:32][CH:33]=[CH:34][C:26]=1[O:25][C:23](=[O:24])[CH2:22][CH2:21][CH:20]([O:19][N+:16]([O-:18])=[O:17])[CH2:35][O:36][N+:37]([O-:39])=[O:38])=[O:8])(=[O:3])[CH3:2]. The catalyst class is: 18. (4) Reactant: [CH:1]1[C:9]2[C:10]3[C@@H:15]([CH2:16][C:7]4[C:8]=2[C:4]([NH:5][CH:6]=4)=[CH:3][CH:2]=1)[NH:14][CH2:13][C@H:12]([C:17]([N:19]1[CH2:23][CH2:22][CH2:21][CH2:20]1)=[O:18])[CH:11]=3.[N:24]([C:27]1[CH:32]=[CH:31][CH:30]=[CH:29][C:28]=1[O:33][CH3:34])=[C:25]=[O:26].[N-]=C=O. Product: [CH3:34][O:33][C:28]1[CH:29]=[CH:30][CH:31]=[CH:32][C:27]=1[NH:24][C:25]([N:14]1[C@H:15]2[C:10]([C:9]3[CH:1]=[CH:2][CH:3]=[C:4]4[C:8]=3[C:7](=[CH:6][NH:5]4)[CH2:16]2)=[CH:11][C@@H:12]([C:17]([N:19]2[CH2:20][CH2:21][CH2:22][CH2:23]2)=[O:18])[CH2:13]1)=[O:26]. The catalyst class is: 7. (5) Reactant: [Li+].[BH4-].C[Si](Cl)(C)C.[NH2:8][CH:9]([CH2:13][C:14]([F:17])([F:16])[F:15])[C:10](O)=[O:11]. Product: [NH2:8][CH:9]([CH2:13][C:14]([F:17])([F:16])[F:15])[CH2:10][OH:11]. The catalyst class is: 1. (6) Reactant: [NH2:1][CH:2]1[CH2:7][CH2:6][N:5]([CH2:8][CH2:9][N:10]2[C:19]3[C:14](=[CH:15][CH:16]=[C:17]([O:20][CH3:21])[CH:18]=3)[N:13]=[CH:12][C:11]2=[O:22])[CH2:4][CH2:3]1.[Br:23][C:24]1[C:25]([CH:34]=O)=[CH:26][C:27]2[O:32][CH2:31][CH2:30][O:29][C:28]=2[CH:33]=1.C(O[BH-](OC(=O)C)OC(=O)C)(=O)C.[Na+].C(=O)([O-])O.[Na+]. Product: [Br:23][C:24]1[C:25]([CH2:34][NH:1][CH:2]2[CH2:3][CH2:4][N:5]([CH2:8][CH2:9][N:10]3[C:19]4[C:14](=[CH:15][CH:16]=[C:17]([O:20][CH3:21])[CH:18]=4)[N:13]=[CH:12][C:11]3=[O:22])[CH2:6][CH2:7]2)=[CH:26][C:27]2[O:32][CH2:31][CH2:30][O:29][C:28]=2[CH:33]=1. The catalyst class is: 671.